Dataset: Forward reaction prediction with 1.9M reactions from USPTO patents (1976-2016). Task: Predict the product of the given reaction. (1) The product is: [CH3:18][N:19]([CH3:26])[C@H:20]1[CH2:25][CH2:24][CH2:23][N:22]([C:2]2[CH:11]=[CH:10][C:5]([C:6]([O:8][CH3:9])=[O:7])=[CH:4][C:3]=2[C:12]([F:15])([F:14])[F:13])[CH2:21]1. Given the reactants F[C:2]1[CH:11]=[CH:10][C:5]([C:6]([O:8][CH3:9])=[O:7])=[CH:4][C:3]=1[C:12]([F:15])([F:14])[F:13].Cl.Cl.[CH3:18][N:19]([CH3:26])[C@H:20]1[CH2:25][CH2:24][CH2:23][NH:22][CH2:21]1.C([O-])([O-])=O.[Cs+].[Cs+].O, predict the reaction product. (2) Given the reactants Cl.[NH2:2][C:3]1[N:4]([CH2:26][CH3:27])[C:5]2[C:10]([C:11](=[O:24])[C:12]=1[C:13]([NH:15][CH2:16][CH:17](OCC)OCC)=[NH:14])=[CH:9][CH:8]=[C:7]([I:25])[CH:6]=2.[OH-].[Na+].[NH4+].[OH-], predict the reaction product. The product is: [NH2:2][C:3]1[N:4]([CH2:26][CH3:27])[C:5]2[C:10]([C:11](=[O:24])[C:12]=1[C:13]1[NH:14][CH:17]=[CH:16][N:15]=1)=[CH:9][CH:8]=[C:7]([I:25])[CH:6]=2. (3) Given the reactants C(O[N:4]=[CH:5][C:6]1[CH:7]=[C:8]2[C:12](=[CH:13][CH:14]=1)[NH:11][N:10]=[C:9]2[C:15]1[CH:16]=[C:17]([C:21]([NH:23][CH:24]2[CH2:32][C:31]3[C:26](=[CH:27][CH:28]=[CH:29][CH:30]=3)[CH2:25]2)=[O:22])[CH:18]=[CH:19][CH:20]=1)C.[NH2:33][NH:34][C:35](=O)[CH2:36][N:37]([CH3:39])[CH3:38].C[O-].[Na+], predict the reaction product. The product is: [CH3:38][N:37]([CH2:36][C:35]1[N:4]=[C:5]([C:6]2[CH:7]=[C:8]3[C:12](=[CH:13][CH:14]=2)[NH:11][N:10]=[C:9]3[C:15]2[CH:16]=[C:17]([C:21]([NH:23][CH:24]3[CH2:25][C:26]4[C:31](=[CH:30][CH:29]=[CH:28][CH:27]=4)[CH2:32]3)=[O:22])[CH:18]=[CH:19][CH:20]=2)[NH:33][N:34]=1)[CH3:39]. (4) Given the reactants [CH:1]1[C:10]2[C:5](=[CH:6][CH:7]=[CH:8][CH:9]=2)[CH:4]=[CH:3][C:2]=1[C:11]1([CH2:16][OH:17])[CH2:15][CH2:14][CH2:13][CH2:12]1.ClC1C=CC(Cl)=CC=1C1(C[O:32][S:33]([CH3:36])(=O)=[O:34])CCCC1, predict the reaction product. The product is: [CH:1]1[C:10]2[C:5](=[CH:6][CH:7]=[CH:8][CH:9]=2)[CH:4]=[CH:3][C:2]=1[C:11]1([CH2:16][O:17][S:33]([CH3:36])(=[O:34])=[O:32])[CH2:15][CH2:14][CH2:13][CH2:12]1.